Dataset: Catalyst prediction with 721,799 reactions and 888 catalyst types from USPTO. Task: Predict which catalyst facilitates the given reaction. (1) Reactant: [F:1][C:2]1[CH:20]=[CH:19][C:5]([NH:6][C:7]2[CH:16]=[C:15]([O:17]C)[CH:14]=[CH:13][C:8]=2[C:9]([O:11][CH3:12])=[O:10])=[CH:4][CH:3]=1.B(Br)(Br)Br.ClCCl.[Cl-].[Na+]. Product: [F:1][C:2]1[CH:3]=[CH:4][C:5]([NH:6][C:7]2[CH:16]=[C:15]([OH:17])[CH:14]=[CH:13][C:8]=2[C:9]([O:11][CH3:12])=[O:10])=[CH:19][CH:20]=1. The catalyst class is: 13. (2) Reactant: [Br:1][C:2]1[C:3]([O:31]C)=[C:4]([C:9]([CH2:12][S:13]([C:16]2[CH:21]=[CH:20][C:19]([F:22])=[CH:18][C:17]=2/[CH:23]=[CH:24]\[CH2:25][N:26]([CH2:29][CH3:30])[CH2:27][CH3:28])(=[O:15])=[O:14])=[CH:10][CH:11]=1)[C:5]([O:7][CH3:8])=[O:6].CN(C)C1C=CC=CC=1.[Cl-].[Al+3].[Cl-].[Cl-]. Product: [Br:1][C:2]1[C:3]([OH:31])=[C:4]([C:9]([CH2:12][S:13]([C:16]2[CH:21]=[CH:20][C:19]([F:22])=[CH:18][C:17]=2/[CH:23]=[CH:24]\[CH2:25][N:26]([CH2:27][CH3:28])[CH2:29][CH3:30])(=[O:14])=[O:15])=[CH:10][CH:11]=1)[C:5]([O:7][CH3:8])=[O:6]. The catalyst class is: 2.